Dataset: Full USPTO retrosynthesis dataset with 1.9M reactions from patents (1976-2016). Task: Predict the reactants needed to synthesize the given product. (1) Given the product [C:33]([O:36][C:37](=[O:38])[N:10]([C@H:8]([C:5]1[CH:6]=[CH:7][C:2]([Br:1])=[CH:3][CH:4]=1)[CH3:9])[CH2:11][CH2:12][C:13]1[CH:18]=[C:17]([O:19][CH3:20])[C:16]([N+:21]([O-:23])=[O:22])=[CH:15][C:14]=1[Cl:24])([CH3:35])([CH3:34])[CH3:32], predict the reactants needed to synthesize it. The reactants are: [Br:1][C:2]1[CH:7]=[CH:6][C:5]([C@@H:8]([NH:10][CH2:11][CH2:12][C:13]2[CH:18]=[C:17]([O:19][CH3:20])[C:16]([N+:21]([O-:23])=[O:22])=[CH:15][C:14]=2[Cl:24])[CH3:9])=[CH:4][CH:3]=1.C(N(CC)CC)C.[CH3:32][C:33]([O:36][C:37](O[C:37]([O:36][C:33]([CH3:35])([CH3:34])[CH3:32])=[O:38])=[O:38])([CH3:35])[CH3:34].O. (2) Given the product [CH3:10][N:9]([CH2:11][CH:12]([C:14]1[CH:19]=[CH:18][CH:17]=[CH:16][CH:15]=1)[OH:13])[CH2:8][C:5]1[CH:6]=[CH:7][C:2]([C:39]2[CH:44]=[CH:43][CH:42]=[CH:41][C:40]=2[N+:45]([O-:47])=[O:46])=[CH:3][CH:4]=1, predict the reactants needed to synthesize it. The reactants are: Br[C:2]1[CH:7]=[CH:6][C:5]([CH2:8][N:9]([CH2:11][CH:12]([C:14]2[CH:19]=[CH:18][CH:17]=[CH:16][CH:15]=2)[OH:13])[CH3:10])=[CH:4][CH:3]=1.B1(B2OC(C)(C)C(C)(C)O2)OC(C)(C)C(C)(C)O1.Br[C:39]1[CH:44]=[CH:43][CH:42]=[CH:41][C:40]=1[N+:45]([O-:47])=[O:46]. (3) The reactants are: [C:1]([Si:5]([O:8][CH2:9][CH2:10][CH2:11][C@@H:12]([O:32][CH2:33][C:34]1[CH:39]=[CH:38][C:37]([O:40][CH2:41][CH2:42][CH2:43][C:44]([F:74])([F:73])[C:45]([F:72])([F:71])[C:46]([F:70])([F:69])[C:47]([F:68])([F:67])[C:48]([F:66])([F:65])[C:49]([F:64])([F:63])[C:50]([F:62])([F:61])[C:51]([F:60])([F:59])[C:52]([F:58])([F:57])[C:53]([F:56])([F:55])[F:54])=[CH:36][CH:35]=1)[C@H:13]([CH3:31])[C@@H:14]([O:19][CH2:20][C:21]1[CH:26]=[CH:25][C:24]([O:27][CH3:28])=[C:23]([O:29][CH3:30])[CH:22]=1)[C@@H:15]([CH3:18])[CH:16]=[CH2:17])([CH3:7])[CH3:6])([CH3:4])([CH3:3])[CH3:2].O=[O+][O-].CSC.[I-].[I:82]C[P+](C1C=CC=CC=1)(C1C=CC=CC=1)C1C=CC=CC=1.C[Si]([N-][Si](C)(C)C)(C)C.[Na+]. Given the product [C:1]([Si:5]([O:8][CH2:9][CH2:10][CH2:11][C@@H:12]([O:32][CH2:33][C:34]1[CH:39]=[CH:38][C:37]([O:40][CH2:41][CH2:42][CH2:43][C:44]([F:74])([F:73])[C:45]([F:71])([F:72])[C:46]([F:69])([F:70])[C:47]([F:67])([F:68])[C:48]([F:65])([F:66])[C:49]([F:63])([F:64])[C:50]([F:61])([F:62])[C:51]([F:59])([F:60])[C:52]([F:57])([F:58])[C:53]([F:56])([F:55])[F:54])=[CH:36][CH:35]=1)[C@H:13]([CH3:31])[C@@H:14]([O:19][CH2:20][C:21]1[CH:26]=[CH:25][C:24]([O:27][CH3:28])=[C:23]([O:29][CH3:30])[CH:22]=1)[C@@H:15]([CH3:18])/[CH:16]=[CH:17]\[I:82])([CH3:7])[CH3:6])([CH3:3])([CH3:4])[CH3:2], predict the reactants needed to synthesize it. (4) Given the product [NH2:32][C:24]([CH2:23][CH2:22][C:19]1[CH:18]=[CH:17][C:16]([C:3]2[CH:4]=[CH:5][C:6]([S:8][C:9]3[CH:10]=[CH:11][C:12]([CH3:15])=[CH:13][CH:14]=3)=[CH:7][C:2]=2[F:1])=[CH:21][CH:20]=1)([CH2:29][OH:28])[CH2:25][OH:26], predict the reactants needed to synthesize it. The reactants are: [F:1][C:2]1[CH:7]=[C:6]([S:8][C:9]2[CH:14]=[CH:13][C:12]([CH3:15])=[CH:11][CH:10]=2)[CH:5]=[CH:4][C:3]=1[C:16]1[CH:21]=[CH:20][C:19]([CH2:22][CH2:23][C:24]2([NH:32]C(=O)C)[CH2:29][O:28]C(C)(C)[O:26][CH2:25]2)=[CH:18][CH:17]=1.Cl. (5) Given the product [CH3:64][CH2:63][CH2:62][CH2:61][CH2:60][CH2:59][O:58][C:56](/[N:33]=[C:31](\[NH2:32])/[C:28]1[CH:27]=[CH:26][C:25]([NH:24][CH2:23][C:21]2[N:20]([CH3:34])[C:19]3[CH:35]=[CH:36][C:16]([C:14]([N:13]([C:8]4[CH:9]=[CH:10][CH:11]=[CH:12][N:7]=4)[CH2:37][CH2:38][C:39]([O:41][CH2:42][CH3:43])=[O:40])=[O:15])=[CH:17][C:18]=3[N:22]=2)=[CH:30][CH:29]=1)=[O:57], predict the reactants needed to synthesize it. The reactants are: C(O)(=O)C(O)=O.[N:7]1[CH:12]=[CH:11][CH:10]=[CH:9][C:8]=1[N:13]([CH2:37][CH2:38][C:39]([O:41][CH2:42][CH3:43])=[O:40])[C:14]([C:16]1[CH:36]=[CH:35][C:19]2[N:20]([CH3:34])[C:21]([CH2:23][NH:24][C:25]3[CH:30]=[CH:29][C:28]([C:31](=[NH:33])[NH2:32])=[CH:27][CH:26]=3)=[N:22][C:18]=2[CH:17]=1)=[O:15].O.C(=O)([O-])[O-].[K+].[K+].N1([C:56]([O:58][CH2:59][CH2:60][CH2:61][CH2:62][CH2:63][CH3:64])=[O:57])C=CN=C1. (6) Given the product [O:7]1[C:11]2[CH:12]=[CH:13][C:14]([CH:16]3[C:25]4[C:20](=[CH:21][CH:22]=[CH:23][CH:24]=4)[CH2:19][CH2:18][C:17]3=[O:26])=[CH:15][C:10]=2[O:9][CH2:8]1, predict the reactants needed to synthesize it. The reactants are: S([O-])([O-])(=O)=O.[Mg+2].[O:7]1[C:11]2[CH:12]=[CH:13][C:14]([C:16]34[O:26][CH:17]3[CH2:18][CH2:19][C:20]3[CH:21]=[CH:22][CH2:23][CH2:24][C:25]=34)=[CH:15][C:10]=2[O:9][CH2:8]1. (7) Given the product [ClH:38].[ClH:38].[CH2:1]([N:8]([CH2:26][C:27]1[CH:32]=[CH:31][CH:30]=[CH:29][CH:28]=1)[C:9]1[CH:10]=[C:11]2[CH:17]=[C:16]([C:18](=[N:37][NH:36][C:33]([NH2:35])=[NH:34])[C:20]3[CH:25]=[CH:24][CH:23]=[CH:22][CH:21]=3)[NH:15][C:12]2=[CH:13][N:14]=1)[C:2]1[CH:7]=[CH:6][CH:5]=[CH:4][CH:3]=1, predict the reactants needed to synthesize it. The reactants are: [CH2:1]([N:8]([CH2:26][C:27]1[CH:32]=[CH:31][CH:30]=[CH:29][CH:28]=1)[C:9]1[CH:10]=[C:11]2[CH:17]=[C:16]([C:18]([C:20]3[CH:25]=[CH:24][CH:23]=[CH:22][CH:21]=3)=O)[NH:15][C:12]2=[CH:13][N:14]=1)[C:2]1[CH:7]=[CH:6][CH:5]=[CH:4][CH:3]=1.[C:33]([NH:36][NH2:37])([NH2:35])=[NH:34].[ClH:38].Cl. (8) Given the product [C:31]([CH2:30][N:29]([CH2:34][C:35]([OH:37])=[O:36])[CH:11]([CH2:10][CH2:9][CH2:8][C:5]1[CH:6]=[CH:7][C:2]([N:1]=[C:38]=[S:39])=[CH:3][CH:4]=1)[CH2:12][N:13]([CH2:18][CH2:19][N:20]([CH2:21][C:22]([OH:24])=[O:23])[CH2:25][C:26]([OH:28])=[O:27])[CH2:14][C:15]([OH:17])=[O:16])([OH:33])=[O:32], predict the reactants needed to synthesize it. The reactants are: [NH2:1][C:2]1[CH:7]=[CH:6][C:5]([CH2:8][CH2:9][CH2:10][CH:11]([N:29]([CH2:34][C:35]([OH:37])=[O:36])[CH2:30][C:31]([OH:33])=[O:32])[CH2:12][N:13]([CH2:18][CH2:19][N:20]([CH2:25][C:26]([OH:28])=[O:27])[CH2:21][C:22]([OH:24])=[O:23])[CH2:14][C:15]([OH:17])=[O:16])=[CH:4][CH:3]=1.[C:38](Cl)(Cl)=[S:39].C(Cl)(Cl)Cl.